Predict which catalyst facilitates the given reaction. From a dataset of Catalyst prediction with 721,799 reactions and 888 catalyst types from USPTO. (1) Reactant: C(=O)([O-])[O-].[K+].[K+].Br[CH2:8][C:9]1[CH:14]=[C:13]([F:15])[CH:12]=[CH:11][C:10]=1[F:16].[Cl:17][C:18]1[CH:23]=[CH:22][C:21]([SH:24])=[CH:20][CH:19]=1.[Cl-].[NH4+]. Product: [Cl:17][C:18]1[CH:23]=[CH:22][C:21]([S:24][CH2:8][C:9]2[CH:14]=[C:13]([F:15])[CH:12]=[CH:11][C:10]=2[F:16])=[CH:20][CH:19]=1. The catalyst class is: 145. (2) Reactant: [CH2:1]([NH2:8])[C:2]1[CH:7]=[CH:6][CH:5]=[CH:4][CH:3]=1.C(N(CC)CC)C.[C:16](Cl)(Cl)=[S:17]. Product: [N:8]([CH2:1][C:2]1[CH:7]=[CH:6][CH:5]=[CH:4][CH:3]=1)=[C:16]=[S:17]. The catalyst class is: 13.